Task: Predict the reaction yield, written as a fraction of the theoretical maximum amount of product (1.0 means a 100% yield; for example, 0.34 means a 34% yield).. Dataset: Reaction yield outcomes from USPTO patents with 853,638 reactions (1) The reactants are [CH3:1][C:2]1[C:6]2[C:7](=[O:19])[N:8]([CH2:11][CH2:12][N:13]3[CH2:18][CH2:17][CH2:16][CH2:15][CH2:14]3)[CH2:9][CH2:10][C:5]=2[NH:4][C:3]=1[CH:20]=O.[N:22]1[CH:27]=[CH:26][C:25]([C:28]2[CH:36]=[CH:35][CH:34]=[C:33]3[C:29]=2[CH2:30][C:31](=[O:37])[NH:32]3)=[CH:24][CH:23]=1. No catalyst specified. The product is [CH3:1][C:2]1[C:6]2[C:7](=[O:19])[N:8]([CH2:11][CH2:12][N:13]3[CH2:14][CH2:15][CH2:16][CH2:17][CH2:18]3)[CH2:9][CH2:10][C:5]=2[NH:4][C:3]=1[CH:20]=[C:30]1[C:29]2[C:33](=[CH:34][CH:35]=[CH:36][C:28]=2[C:25]2[CH:24]=[CH:23][N:22]=[CH:27][CH:26]=2)[NH:32][C:31]1=[O:37]. The yield is 0.731. (2) The yield is 0.990. The product is [C:1]1([CH2:7][CH2:8][CH2:9][C:10]#[C:11][C:12]2[CH:13]=[C:14]([CH2:17][OH:18])[S:15][CH:16]=2)[CH:2]=[CH:3][CH:4]=[CH:5][CH:6]=1. The reactants are [C:1]1([CH2:7][CH2:8][CH2:9][C:10]#[C:11][C:12]2[CH:13]=[C:14]([CH:17]=[O:18])[S:15][CH:16]=2)[CH:6]=[CH:5][CH:4]=[CH:3][CH:2]=1.[BH4-].[Na+]. The catalyst is CO.